Task: Predict the reactants needed to synthesize the given product.. Dataset: Full USPTO retrosynthesis dataset with 1.9M reactions from patents (1976-2016) Given the product [CH3:12][N:1]1[C:2]2[CH:9]=[CH:8][C:5]([C:6]#[N:7])=[CH:4][C:3]=2[N:10]=[C:11]1[C:19]1[CH:18]=[N:17][CH:22]=[CH:21][CH:20]=1, predict the reactants needed to synthesize it. The reactants are: [NH2:1][C:2]1[CH:9]=[CH:8][C:5]([C:6]#[N:7])=[CH:4][C:3]=1[NH:10][CH3:11].[CH:12](=O)C(C)C.[N:17]1[CH:22]=[CH:21][CH:20]=[C:19](C=O)[CH:18]=1.